This data is from Peptide-MHC class I binding affinity with 185,985 pairs from IEDB/IMGT. The task is: Regression. Given a peptide amino acid sequence and an MHC pseudo amino acid sequence, predict their binding affinity value. This is MHC class I binding data. (1) The peptide sequence is PTEMVDVSMM. The MHC is HLA-A02:06 with pseudo-sequence HLA-A02:06. The binding affinity (normalized) is 0.131. (2) The peptide sequence is YDRLASTVI. The MHC is HLA-A02:19 with pseudo-sequence HLA-A02:19. The binding affinity (normalized) is 0.0847. (3) The peptide sequence is DIVRVFNEY. The MHC is HLA-A25:01 with pseudo-sequence HLA-A25:01. The binding affinity (normalized) is 0.456.